From a dataset of Clinical trial toxicity outcomes and FDA approval status for drugs. Regression/Classification. Given a drug SMILES string, predict its toxicity properties. Task type varies by dataset: regression for continuous values (e.g., LD50, hERG inhibition percentage) or binary classification for toxic/non-toxic outcomes (e.g., AMES mutagenicity, cardiotoxicity, hepatotoxicity). Dataset: clintox. (1) The result is 0 (passed clinical trial). The molecule is CN(C)C(=O)Oc1ccc[n+](C)c1. (2) The molecule is Cc1c(C)c2c(c(C)c1O)CC[C@@](C)(CCC[C@H](C)CCC[C@H](C)CCCC(C)C)O2. The result is 0 (passed clinical trial).